Dataset: Reaction yield outcomes from USPTO patents with 853,638 reactions. Task: Predict the reaction yield, written as a fraction of the theoretical maximum amount of product (1.0 means a 100% yield; for example, 0.34 means a 34% yield). (1) The reactants are [Br:1][C:2]1[CH:3]=[CH:4][C:5]([C:13]([OH:15])=[O:14])=[N:6][C:7]=1[S:8][CH2:9][CH:10]([CH3:12])[CH3:11].S(=O)(=O)(O)O.[CH3:21]O. No catalyst specified. The product is [Br:1][C:2]1[CH:3]=[CH:4][C:5]([C:13]([O:15][CH3:21])=[O:14])=[N:6][C:7]=1[S:8][CH2:9][CH:10]([CH3:12])[CH3:11]. The yield is 0.390. (2) The product is [CH3:1][O:2][C:3]1[CH:11]=[CH:10][C:6]([C:7]([N:23]2[CH2:24][CH2:25][NH:20][C:21](=[O:26])[CH2:22]2)=[O:9])=[CH:5][C:4]=1[C:12]#[C:13][C:14]1[CH:19]=[CH:18][CH:17]=[CH:16][N:15]=1. The catalyst is C(Cl)Cl.CCOC(C)=O. The reactants are [CH3:1][O:2][C:3]1[CH:11]=[CH:10][C:6]([C:7]([OH:9])=O)=[CH:5][C:4]=1[C:12]#[C:13][C:14]1[CH:19]=[CH:18][CH:17]=[CH:16][N:15]=1.[NH:20]1[CH2:25][CH2:24][NH:23][CH2:22][C:21]1=[O:26].C(N(CC)CC)C.C1C=CC2N(O)N=NC=2C=1.C(Cl)CCl. The yield is 0.470.